From a dataset of Full USPTO retrosynthesis dataset with 1.9M reactions from patents (1976-2016). Predict the reactants needed to synthesize the given product. Given the product [CH3:14][C:12]1[CH:11]=[N:10][C:9]2[NH:15][C:16]3[C:21]([C:8]=2[CH:13]=1)=[CH:20][C:19]([C:22](=[O:24])[CH3:23])=[CH:18][CH:17]=3, predict the reactants needed to synthesize it. The reactants are: CN(C)C(=O)C.Br[C:8]1[C:9]([NH:15][C:16]2[CH:21]=[CH:20][C:19]([C:22](=[O:24])[CH3:23])=[CH:18][CH:17]=2)=[N:10][CH:11]=[C:12]([CH3:14])[CH:13]=1.C1CCN2C(=NCCC2)CC1.O.